From a dataset of Full USPTO retrosynthesis dataset with 1.9M reactions from patents (1976-2016). Predict the reactants needed to synthesize the given product. (1) Given the product [Br:6][C:7]1[CH:16]=[CH:15][C:10]([C:11]([O:13][CH3:14])=[O:12])=[CH:9][C:8]=1[CH3:17].[C:20]([O:23][CH2:24][C:25]1[CH:15]=[C:10]([CH:9]=[CH:8][C:7]=1[Br:6])[C:11]([O:13][CH3:14])=[O:12])(=[O:22])[CH3:21], predict the reactants needed to synthesize it. The reactants are: C([O-])(=O)C.[K+].[Br:6][C:7]1[CH:16]=[CH:15][C:10]([C:11]([O:13][CH3:14])=[O:12])=[CH:9][C:8]=1[CH2:17]Br.O.[C:20]([O:23][CH2:24][CH3:25])(=[O:22])[CH3:21]. (2) Given the product [C:1]12([C:11]3[CH:12]=[C:13]([C:19]4[CH:20]=[C:21]([CH:30]=[CH:31][CH:32]=4)[CH2:22][CH:23]4[S:27][C:26](=[S:28])[NH:25][C:24]4=[O:29])[CH:14]=[C:15]([F:18])[C:16]=3[OH:17])[CH2:8][CH:7]3[CH2:9][CH:3]([CH2:4][CH:5]([CH2:6]3)[CH2:10]1)[CH2:2]2, predict the reactants needed to synthesize it. The reactants are: [C:1]12([C:11]3[CH:12]=[C:13]([C:19]4[CH:20]=[C:21]([CH:30]=[CH:31][CH:32]=4)[CH:22]=[C:23]4[S:27][C:26](=[S:28])[NH:25][C:24]4=[O:29])[CH:14]=[C:15]([F:18])[C:16]=3[OH:17])[CH2:10][CH:5]3[CH2:6][CH:7]([CH2:9][CH:3]([CH2:4]3)[CH2:2]1)[CH2:8]2.[Li+].[BH4-].N1C=CC=CC=1. (3) Given the product [Cl:15][C:7]1[CH:8]=[C:9]2[C:4](=[CH:5][CH:6]=1)[N:3]=[C:2]([NH:16][CH:17]([C:18](=[O:19])[NH:20][C:21]1[CH:26]=[CH:25][CH:24]=[CH:23][CH:22]=1)[CH2:27][OH:28])[C:11]([C:12]([OH:14])=[O:13])=[CH:10]2, predict the reactants needed to synthesize it. The reactants are: Cl[C:2]1[C:11]([C:12]([OH:14])=[O:13])=[CH:10][C:9]2[C:4](=[CH:5][CH:6]=[C:7]([Cl:15])[CH:8]=2)[N:3]=1.[NH2:16][CH:17]([CH2:27][OH:28])[C:18]([NH:20][C:21]1[CH:26]=[CH:25][CH:24]=[CH:23][CH:22]=1)=[O:19]. (4) Given the product [CH3:24][C:19]([NH:18][C:15]([C:7]1[CH:6]=[CH:5][C:4]([CH:1]2[CH2:2][CH2:3]2)=[C:9]([O:10][CH2:11][CH:12]2[CH2:13][CH2:14]2)[N:8]=1)=[O:17])([C:20](=[O:21])[NH:22][CH3:23])[CH3:25], predict the reactants needed to synthesize it. The reactants are: [CH:1]1([C:4]2[CH:5]=[CH:6][C:7]([C:15]([OH:17])=O)=[N:8][C:9]=2[O:10][CH2:11][CH:12]2[CH2:14][CH2:13]2)[CH2:3][CH2:2]1.[NH2:18][C:19]([CH3:25])([CH3:24])[C:20]([NH:22][CH3:23])=[O:21]. (5) Given the product [F:27][C:28]([F:32])([F:31])[CH2:29][O:30][C:5]1[N:6]=[CH:7][C:8]2[CH2:13][NH:12][CH2:11][C:9]=2[N:10]=1, predict the reactants needed to synthesize it. The reactants are: CS([C:5]1[N:6]=[CH:7][C:8]2[CH2:13][N:12](C(OC(C)(C)C)=O)[CH2:11][C:9]=2[N:10]=1)(=O)=O.C(=O)([O-])[O-].[Cs+].[Cs+].[F:27][C:28]([F:32])([F:31])[CH2:29][OH:30]. (6) Given the product [N+:9](/[CH:12]=[CH:7]/[CH:1]1[CH2:6][CH2:5][CH2:4][CH2:3][CH2:2]1)([O-:11])=[O:10], predict the reactants needed to synthesize it. The reactants are: [CH:1]1([CH:7]=O)[CH2:6][CH2:5][CH2:4][CH2:3][CH2:2]1.[N+:9]([CH3:12])([O-:11])=[O:10].CC(C)([O-])C.[K+].FC(F)(F)C(OC(=O)C(F)(F)F)=O.C(N(CC)CC)C. (7) Given the product [F:1][C:2]([F:13])([F:12])[O:3][C:4]1[CH:11]=[CH:10][C:7]([CH:8]=[N:16][OH:14])=[CH:6][CH:5]=1, predict the reactants needed to synthesize it. The reactants are: [F:1][C:2]([F:13])([F:12])[O:3][C:4]1[CH:11]=[CH:10][C:7]([CH:8]=O)=[CH:6][CH:5]=1.[OH-:14].[Na+].[NH2:16]O.Cl. (8) Given the product [CH3:26][C:18]1[C:19]([C:21]([O:23][CH2:24][CH3:25])=[O:22])=[CH:20][N:16]([C:14]2[CH:13]=[CH:12][N:11]=[C:10]([S:40][CH3:36])[N:15]=2)[N:17]=1, predict the reactants needed to synthesize it. The reactants are: CC1C=C(N[C:10]2[N:15]=[C:14]([N:16]3[CH:20]=[C:19]([C:21]([O:23][CH2:24][CH3:25])=[O:22])[C:18]([CH3:26])=[N:17]3)[CH:13]=[CH:12][N:11]=2)C=C(C)C=1.C(=O)([O-])[O-].[K+].[K+].ClC1C=CN=[C:36]([S:40]C)N=1. (9) Given the product [Cl:1][C:2]1[CH:13]=[C:12]([Cl:14])[C:11]([O:15][C:16]2[N:20]([CH3:21])[N:19]=[C:18]([CH3:22])[C:17]=2[CH:23]=[CH2:24])=[CH:10][C:3]=1[O:4][C@@H:5]([CH3:9])[C:6]([NH2:28])=[O:7], predict the reactants needed to synthesize it. The reactants are: [Cl:1][C:2]1[CH:13]=[C:12]([Cl:14])[C:11]([O:15][C:16]2[N:20]([CH3:21])[N:19]=[C:18]([CH3:22])[C:17]=2[CH:23]=[CH2:24])=[CH:10][C:3]=1[O:4][C@@H:5]([CH3:9])[C:6](O)=[O:7].Cl.C([N:28]=C=NCCCN(C)C)C.O. (10) Given the product [CH2:1]([O:5][C:6]1[CH:16]=[CH:15][C:9]([C:10]([OH:12])=[O:11])=[CH:8][CH:7]=1)[CH2:2][CH2:3][CH3:4], predict the reactants needed to synthesize it. The reactants are: [CH2:1]([O:5][C:6]1[CH:16]=[CH:15][C:9]([C:10]([O:12]CC)=[O:11])=[CH:8][CH:7]=1)[CH2:2][CH2:3][CH3:4].[OH-].[Na+].Cl.